Dataset: Forward reaction prediction with 1.9M reactions from USPTO patents (1976-2016). Task: Predict the product of the given reaction. (1) The product is: [CH2:19]([O:21][CH2:22][C:23]([N:9]1[CH:8]([CH2:1][C:2]2[CH:3]=[CH:4][CH:5]=[CH:6][CH:7]=2)[CH2:12][O:11][C:10]1=[O:13])=[O:24])[CH3:20]. Given the reactants [CH2:1]([C@H:8]1[CH2:12][O:11][C:10](=[O:13])[NH:9]1)[C:2]1[CH:7]=[CH:6][CH:5]=[CH:4][CH:3]=1.C([Li])CCC.[CH2:19]([O:21][CH2:22][C:23](Cl)=[O:24])[CH3:20].[Cl-].[Na+], predict the reaction product. (2) Given the reactants [CH2:1]([NH:3][C:4]([NH:6][CH2:7][C:8]([CH3:12])([CH3:11])[CH2:9][OH:10])=[O:5])[CH3:2].[N+:13]([C:16]1[CH:23]=[CH:22][CH:21]=[C:20]([N+]([O-])=O)[C:17]=1[C:18]#[N:19])([O-:15])=[O:14], predict the reaction product. The product is: [C:18]([C:17]1[C:16]([N+:13]([O-:15])=[O:14])=[CH:23][CH:22]=[CH:21][C:20]=1[O:10][CH2:9][C:8]([CH3:11])([CH3:12])[CH2:7][NH:6][C:4]([NH:3][CH2:1][CH3:2])=[O:5])#[N:19]. (3) Given the reactants N1C2C(=CC=C3C=2N=CC=C3)C=CC=1.[C:15]([O:19][CH3:20])(=[O:18])[C:16]#[CH:17].[N+:21]([CH2:23][C:24]([O:26][CH3:27])=[O:25])#[C-:22], predict the reaction product. The product is: [NH:21]1[CH:22]=[C:16]([C:15]([O:19][CH3:20])=[O:18])[CH:17]=[C:23]1[C:24]([O:26][CH3:27])=[O:25]. (4) Given the reactants [Si]([O:8][CH2:9][C@@H:10]([NH:19][C:20]([N:22]1[CH2:31][CH2:30][C:29]2[CH:28]=[N:27][C:26]([NH:32][CH:33]3[CH2:38][CH2:37][O:36][CH2:35][CH2:34]3)=[N:25][C:24]=2[CH2:23]1)=[O:21])[C:11]1[CH:16]=[CH:15][C:14]([F:17])=[C:13]([Cl:18])[CH:12]=1)(C(C)(C)C)(C)C.C1COCC1.CCCC[N+](CCCC)(CCCC)CCCC.[F-], predict the reaction product. The product is: [Cl:18][C:13]1[CH:12]=[C:11]([C@H:10]([NH:19][C:20]([N:22]2[CH2:31][CH2:30][C:29]3[CH:28]=[N:27][C:26]([NH:32][CH:33]4[CH2:38][CH2:37][O:36][CH2:35][CH2:34]4)=[N:25][C:24]=3[CH2:23]2)=[O:21])[CH2:9][OH:8])[CH:16]=[CH:15][C:14]=1[F:17]. (5) Given the reactants [C:1](#[N:4])[CH2:2][CH3:3].Cl[C:6]1[CH:11]=[CH:10][CH:9]=[C:8]([Cl:12])[N:7]=1.C[Si]([N-:17][Si](C)(C)C)(C)C.[K+].[CH2:23]([Cl:25])Cl.[CH3:26][CH2:27][CH2:28][CH2:29]CC, predict the reaction product. The product is: [Cl:12][C:8]1[N:7]=[C:6]([CH:2]([CH3:3])[C:1]#[N:4])[CH:11]=[CH:10][CH:9]=1.[Cl:12][C:8]1[N:7]=[C:6]([C:2]([C:29]2[CH:28]=[CH:27][CH:26]=[C:23]([Cl:25])[N:17]=2)([CH3:3])[C:1]#[N:4])[CH:11]=[CH:10][CH:9]=1. (6) Given the reactants [N+:1]([C:4]1[CH:5]=[C:6]([C:10]2[N:15]3[N:16]=[C:17]([C:19]4[CH:24]=[CH:23][N:22]=[CH:21][CH:20]=4)[CH:18]=[C:14]3[N:13]=[CH:12][CH:11]=2)[CH:7]=[CH:8][CH:9]=1)([O-])=O.N1C=CC(C2C=C(N)NN=2)=CC=1.NC1C=CC=CC=1.C(NC1C=CC=CC=1)(=O)C.[ClH:54], predict the reaction product. The product is: [ClH:54].[ClH:54].[N:22]1[CH:21]=[CH:20][C:19]([C:17]2[CH:18]=[C:14]3[N:13]=[CH:12][CH:11]=[C:10]([C:6]4[CH:5]=[C:4]([CH:9]=[CH:8][CH:7]=4)[NH2:1])[N:15]3[N:16]=2)=[CH:24][CH:23]=1.